Task: Predict the product of the given reaction.. Dataset: Forward reaction prediction with 1.9M reactions from USPTO patents (1976-2016) (1) The product is: [NH2:1][C:2]1[N:7]([CH3:8])[C:6](=[O:9])[C:5]([CH3:10])([CH3:11])[C@:4]([C:13]2[CH:18]=[C:17]([NH:19][CH:23]3[C:24]4[CH:29]=[CH:28][CH:27]=[CH:26][C:25]=4[O:21][CH2:22]3)[CH:16]=[CH:15][C:14]=2[F:20])([CH3:12])[N:3]=1. Given the reactants [NH2:1][C:2]1[N:7]([CH3:8])[C:6](=[O:9])[C:5]([CH3:11])([CH3:10])[C@:4]([C:13]2[CH:18]=[C:17]([NH2:19])[CH:16]=[CH:15][C:14]=2[F:20])([CH3:12])[N:3]=1.[O:21]1[C:25]2[CH:26]=[CH:27][CH:28]=[CH:29][C:24]=2[C:23](=O)[CH2:22]1.[B][B][B][B][B][B][B][B][B][B], predict the reaction product. (2) Given the reactants [C:1]([NH:4][O:5][CH2:6][CH2:7][NH:8][C:9](=[O:33])[CH2:10][C:11]1[C:16]([C:17]#[N:18])=[CH:15][CH:14]=[C:13]([NH:19][CH2:20][C:21]([F:31])([F:30])[C:22]2[CH:27]=[CH:26][C:25]([F:28])=[C:24]([F:29])[CH:23]=2)[C:12]=1[F:32])(=[NH:3])[NH2:2].[ClH:34], predict the reaction product. The product is: [ClH:34].[C:1]([NH:4][O:5][CH2:6][CH2:7][NH:8][C:9](=[O:33])[CH2:10][C:11]1[C:16]([C:17]#[N:18])=[CH:15][CH:14]=[C:13]([NH:19][CH2:20][C:21]([F:30])([F:31])[C:22]2[CH:27]=[CH:26][C:25]([F:28])=[C:24]([F:29])[CH:23]=2)[C:12]=1[F:32])(=[NH:2])[NH2:3]. (3) Given the reactants Cl.[CH:2]1([N:5]([CH:19]2[CH2:24][CH2:23][NH:22][CH2:21][CH2:20]2)[C:6](=[O:18])[C:7]2[CH:12]=[CH:11][C:10]([C:13]3[O:17][CH:16]=[N:15][CH:14]=3)=[CH:9][CH:8]=2)[CH2:4][CH2:3]1.Cl[C:26]1[N:31]=[CH:30][C:29]([CH3:32])=[CH:28][N:27]=1, predict the reaction product. The product is: [CH:2]1([N:5]([CH:19]2[CH2:24][CH2:23][N:22]([C:26]3[N:31]=[CH:30][C:29]([CH3:32])=[CH:28][N:27]=3)[CH2:21][CH2:20]2)[C:6](=[O:18])[C:7]2[CH:8]=[CH:9][C:10]([C:13]3[O:17][CH:16]=[N:15][CH:14]=3)=[CH:11][CH:12]=2)[CH2:4][CH2:3]1. (4) Given the reactants [N:1]12[CH2:8][CH2:7][CH:4]([CH2:5][CH2:6]1)[CH:3]([O:9][C:10]1[CH:15]=[CH:14][C:13]([N:16]([C:22]3[CH:26]=[CH:25][S:24][CH:23]=3)[C:17]3[CH:21]=[CH:20][S:19][CH:18]=3)=[CH:12][CH:11]=1)[CH2:2]2.CO.[C:29]([OH:36])(=[O:35])/[CH:30]=[CH:31]/[C:32]([OH:34])=[O:33], predict the reaction product. The product is: [C:29]([OH:36])(=[O:35])/[CH:30]=[CH:31]/[C:32]([OH:34])=[O:33].[N:1]12[CH2:8][CH2:7][CH:4]([CH2:5][CH2:6]1)[CH:3]([O:9][C:10]1[CH:15]=[CH:14][C:13]([N:16]([C:17]3[CH:21]=[CH:20][S:19][CH:18]=3)[C:22]3[CH:26]=[CH:25][S:24][CH:23]=3)=[CH:12][CH:11]=1)[CH2:2]2.